This data is from Full USPTO retrosynthesis dataset with 1.9M reactions from patents (1976-2016). The task is: Predict the reactants needed to synthesize the given product. Given the product [Cl:1][CH2:2][CH2:3][C:4]([C:6]1[CH:7]=[CH:8][C:9]([F:12])=[CH:10][CH:11]=1)([OH:5])[CH2:16][CH2:15][CH:14]=[CH2:13], predict the reactants needed to synthesize it. The reactants are: [Cl:1][CH2:2][CH2:3][C:4]([C:6]1[CH:11]=[CH:10][C:9]([F:12])=[CH:8][CH:7]=1)=[O:5].[CH2:13]([Mg]Br)[CH2:14][CH:15]=[CH2:16].